This data is from Reaction yield outcomes from USPTO patents with 853,638 reactions. The task is: Predict the reaction yield, written as a fraction of the theoretical maximum amount of product (1.0 means a 100% yield; for example, 0.34 means a 34% yield). The catalyst is ClCCl.CN(C)C1C=CN=CC=1. The reactants are [N+:1]([C:4]1[CH:9]=[CH:8][C:7]([N:10]2[CH2:15][CH2:14][CH2:13][CH2:12][CH2:11]2)=[CH:6][C:5]=1[C:16]1[CH:21]=[C:20]([NH:22][CH2:23][C:24]2[CH:29]=[CH:28][CH:27]=[C:26]([C:30]([F:33])([F:32])[F:31])[CH:25]=2)[CH:19]=[CH:18][N:17]=1)([O-:3])=[O:2].[CH3:34][C:35]([O:38][C:39](O[C:39]([O:38][C:35]([CH3:37])([CH3:36])[CH3:34])=[O:40])=[O:40])([CH3:37])[CH3:36]. The yield is 0.930. The product is [N+:1]([C:4]1[CH:9]=[CH:8][C:7]([N:10]2[CH2:11][CH2:12][CH2:13][CH2:14][CH2:15]2)=[CH:6][C:5]=1[C:16]1[CH:21]=[C:20]([N:22]([CH2:23][C:24]2[CH:29]=[CH:28][CH:27]=[C:26]([C:30]([F:33])([F:32])[F:31])[CH:25]=2)[C:39](=[O:40])[O:38][C:35]([CH3:37])([CH3:36])[CH3:34])[CH:19]=[CH:18][N:17]=1)([O-:3])=[O:2].